From a dataset of Forward reaction prediction with 1.9M reactions from USPTO patents (1976-2016). Predict the product of the given reaction. Given the reactants [CH3:1][NH:2][CH3:3].[CH2:4]([Li])[CH2:5]CCCC.C(OC(=O)[C:15]1[CH:20]=[CH:19][C:18]([C:21]#[N:22])=[CH:17][CH:16]=1)C.[C:24](=[O:27])(O)[O-:25].[Na+], predict the reaction product. The product is: [CH2:4]([O:25][C:24](=[O:27])[C:15]1[CH:16]=[CH:17][C:18]([C:21](=[NH:22])[N:2]([CH3:3])[CH3:1])=[CH:19][CH:20]=1)[CH3:5].